This data is from Merck oncology drug combination screen with 23,052 pairs across 39 cell lines. The task is: Regression. Given two drug SMILES strings and cell line genomic features, predict the synergy score measuring deviation from expected non-interaction effect. (1) Drug 1: CCN(CC)CCNC(=O)c1c(C)[nH]c(C=C2C(=O)Nc3ccc(F)cc32)c1C. Drug 2: CC1(c2nc3c(C(N)=O)cccc3[nH]2)CCCN1. Cell line: OCUBM. Synergy scores: synergy=11.8. (2) Drug 1: COc1cccc2c1C(=O)c1c(O)c3c(c(O)c1C2=O)CC(O)(C(=O)CO)CC3OC1CC(N)C(O)C(C)O1. Drug 2: NC(=O)c1cccc2cn(-c3ccc(C4CCCNC4)cc3)nc12. Cell line: ZR751. Synergy scores: synergy=-4.90.